From a dataset of Full USPTO retrosynthesis dataset with 1.9M reactions from patents (1976-2016). Predict the reactants needed to synthesize the given product. (1) Given the product [C:28]1([C:10]2[O:11][C:12]3[N:13]=[CH:14][N:15]=[C:16]([NH:18][CH2:19][CH2:20][CH2:21][CH2:22][CH2:23][C:24]([O:26][CH3:27])=[O:25])[C:17]=3[C:9]=2[C:6]2[CH:5]=[CH:4][C:3]([CH:1]=[CH2:35])=[CH:8][N:7]=2)[CH:29]=[CH:30][CH:31]=[CH:32][CH:33]=1, predict the reactants needed to synthesize it. The reactants are: [CH:1]([C:3]1[CH:4]=[CH:5][C:6]([C:9]2[C:17]3[C:16]([NH:18][CH2:19][CH2:20][CH2:21][CH2:22][CH2:23][C:24]([O:26][CH3:27])=[O:25])=[N:15][CH:14]=[N:13][C:12]=3[O:11][C:10]=2[C:28]2[CH:33]=[CH:32][CH:31]=[CH:30][CH:29]=2)=[N:7][CH:8]=1)=O.N12CCCN=C1CCCC[CH2:35]2. (2) Given the product [CH2:20]([O:9][C:8]([C:3]1[C:4]([Cl:7])=[N:5][N:6]2[C:11]([OH:16])=[CH:12][C:13]([CH3:15])=[N:1][C:2]=12)=[O:10])[CH3:21], predict the reactants needed to synthesize it. The reactants are: [NH2:1][C:2]1[NH:6][N:5]=[C:4]([Cl:7])[C:3]=1[C:8]([O-:10])=[O:9].[C:11](OCC)(=[O:16])[CH2:12][C:13]([CH3:15])=O.[C:20](O)(=O)[CH3:21]. (3) The reactants are: [OH:1][C@@H:2]([C:23]1[CH:28]=[CH:27][CH:26]=[CH:25][N:24]=1)[CH2:3][N:4]([CH2:6][C:7]1[S:22][C:10]2[N:11]([CH3:21])[CH:12]=[C:13]([C:16](OCC)=[O:17])[C:14](=[O:15])[C:9]=2[CH:8]=1)[CH3:5].C[O-].[Na+].[C:32]([C:34]1[CH:41]=[CH:40][C:37]([CH2:38][NH2:39])=[CH:36][CH:35]=1)#[N:33]. Given the product [C:32]([C:34]1[CH:41]=[CH:40][C:37]([CH2:38][NH:39][C:16]([C:13]2[C:14](=[O:15])[C:9]3[CH:8]=[C:7]([CH2:6][N:4]([CH2:3][C@@H:2]([OH:1])[C:23]4[CH:28]=[CH:27][CH:26]=[CH:25][N:24]=4)[CH3:5])[S:22][C:10]=3[N:11]([CH3:21])[CH:12]=2)=[O:17])=[CH:36][CH:35]=1)#[N:33], predict the reactants needed to synthesize it. (4) Given the product [Br:17][CH2:18][CH2:19][N:10]1[C:9]2[C:8](=[O:14])[N:7]([CH3:15])[C:6](=[O:16])[N:5]([CH2:1][CH:2]([CH3:4])[CH3:3])[C:13]=2[N:12]=[CH:11]1, predict the reactants needed to synthesize it. The reactants are: [CH2:1]([N:5]1[C:13]2[N:12]=[CH:11][NH:10][C:9]=2[C:8](=[O:14])[N:7]([CH3:15])[C:6]1=[O:16])[CH:2]([CH3:4])[CH3:3].[Br:17][CH2:18][CH2:19]N.[OH-].[Na+]. (5) Given the product [CH2:1]([NH:4][C:5]([C:7]1[NH:8][C:9]2[C:14]([C:15]=1[C:16]1[CH:21]=[CH:20][CH:19]=[CH:18][CH:17]=1)=[CH:13][C:12]([NH:22][S:30]([C:27]1[CH:28]=[CH:29][C:24]([Br:23])=[CH:25][CH:26]=1)(=[O:32])=[O:31])=[CH:11][CH:10]=2)=[O:6])[CH2:2][CH3:3], predict the reactants needed to synthesize it. The reactants are: [CH2:1]([NH:4][C:5]([C:7]1[NH:8][C:9]2[C:14]([C:15]=1[C:16]1[CH:21]=[CH:20][CH:19]=[CH:18][CH:17]=1)=[CH:13][C:12]([NH2:22])=[CH:11][CH:10]=2)=[O:6])[CH2:2][CH3:3].[Br:23][C:24]1[CH:29]=[CH:28][C:27]([S:30](Cl)(=[O:32])=[O:31])=[CH:26][CH:25]=1. (6) Given the product [CH2:24]([O:23][C:21](=[O:22])[CH2:20][O:19][CH2:18][CH2:17][O:16][CH:4]([N:1]=[N+:2]=[N-:3])[CH2:5][O:6][C:7]1[CH:8]=[CH:12][CH:13]=[C:14]([C:55](=[O:60])[NH:54][CH2:53][CH2:52][NH:51][C:46](=[O:47])[C:45]([F:50])([F:49])[F:44])[CH:15]=1)[CH3:25], predict the reactants needed to synthesize it. The reactants are: [N:1]([CH:4]([O:16][CH2:17][CH2:18][O:19][CH2:20][C:21]([O:23][CH2:24][CH3:25])=[O:22])[CH2:5][O:6][C:7]1[CH:15]=[CH:14][CH:13]=[CH:12][C:8]=1C(O)=O)=[N+:2]=[N-:3].C1C(=O)N(OC(ON2C(=O)CCC2=O)=O)C(=O)C1.[F:44][C:45]([F:50])([F:49])[C:46](O)=[O:47].[NH2:51][CH2:52][CH2:53][NH:54][C:55](=[O:60])C(F)(F)F.C(N(C(C)C)CC)(C)C. (7) The reactants are: [N:1]([CH2:4][C:5]([NH:7][CH2:8][C:9](=[O:20])[C:10]1[CH:15]=[C:14]([O:16][CH3:17])[CH:13]=[CH:12][C:11]=1[O:18][CH3:19])=[O:6])=[N+:2]=[N-:3].[BH4-].[Na+].C(O)(=O)C. Given the product [N:1]([CH2:4][C:5]([NH:7][CH2:8][CH:9]([OH:20])[C:10]1[CH:15]=[C:14]([O:16][CH3:17])[CH:13]=[CH:12][C:11]=1[O:18][CH3:19])=[O:6])=[N+:2]=[N-:3], predict the reactants needed to synthesize it. (8) Given the product [NH2:32][C:30](=[O:31])[C@H:29]([NH:28][C:14]1[C:13]([F:37])=[CH:12][C:11]([C:9]([NH2:10])=[O:2])=[C:16]([NH:17][C:18]2[CH:19]=[C:20]3[C:25](=[CH:26][CH:27]=2)[N:24]=[CH:23][CH:22]=[CH:21]3)[N:15]=1)[CH2:33][CH:34]([CH3:35])[CH3:36], predict the reactants needed to synthesize it. The reactants are: C(=O)([O-])[O-:2].[K+].[K+].OO.[C:9]([C:11]1[CH:12]=[C:13]([F:37])[C:14]([NH:28][C@H:29]([CH2:33][CH:34]([CH3:36])[CH3:35])[C:30]([NH2:32])=[O:31])=[N:15][C:16]=1[NH:17][C:18]1[CH:19]=[C:20]2[C:25](=[CH:26][CH:27]=1)[N:24]=[CH:23][CH:22]=[CH:21]2)#[N:10].[Cl-].[Na+].